The task is: Regression. Given a peptide amino acid sequence and an MHC pseudo amino acid sequence, predict their binding affinity value. This is MHC class I binding data.. This data is from Peptide-MHC class I binding affinity with 185,985 pairs from IEDB/IMGT. (1) The peptide sequence is YLIPSVTSL. The MHC is HLA-A03:01 with pseudo-sequence HLA-A03:01. The binding affinity (normalized) is 0.0847. (2) The peptide sequence is ASPLHVAWR. The MHC is Patr-A0101 with pseudo-sequence Patr-A0101. The binding affinity (normalized) is 0.0287. (3) The peptide sequence is NTGNESRCYM. The MHC is Mamu-B17 with pseudo-sequence Mamu-B17. The binding affinity (normalized) is 0.